Task: Predict the product of the given reaction.. Dataset: Forward reaction prediction with 1.9M reactions from USPTO patents (1976-2016) (1) Given the reactants [NH2:1][C@@H:2]1[CH2:7][N:6]([C:8]([O:10][C:11]([CH3:14])([CH3:13])[CH3:12])=[O:9])[CH2:5][C@H:4]([C:15]([O:17][CH3:18])=[O:16])[CH2:3]1.[CH:19](=O)[CH:20]([CH3:22])[CH3:21].C(O)(=O)C.C(O[BH-](OC(=O)C)OC(=O)C)(=O)C.[Na+], predict the reaction product. The product is: [CH2:19]([NH:1][C@@H:2]1[CH2:7][N:6]([C:8]([O:10][C:11]([CH3:12])([CH3:13])[CH3:14])=[O:9])[CH2:5][C@H:4]([C:15]([O:17][CH3:18])=[O:16])[CH2:3]1)[CH:20]([CH3:22])[CH3:21]. (2) Given the reactants [NH2:1][C:2]1[C:3]([NH:14][CH2:15][CH2:16][OH:17])=[C:4]([S:8]([N:11]([CH3:13])[CH3:12])(=[O:10])=[O:9])[CH:5]=[CH:6][CH:7]=1.[CH:18](O)=O, predict the reaction product. The product is: [OH:17][CH2:16][CH2:15][N:14]1[C:3]2[C:4]([S:8]([N:11]([CH3:13])[CH3:12])(=[O:9])=[O:10])=[CH:5][CH:6]=[CH:7][C:2]=2[N:1]=[CH:18]1. (3) Given the reactants [OH:1][C@H:2]([C:13]([NH:15][C:16]1[CH:17]=[N:18][N:19]([CH2:41][CH2:42][OH:43])[C:20]=1[NH:21][C:22]([C:35]1[CH:40]=[CH:39][CH:38]=[CH:37][CH:36]=1)([C:29]1[CH:34]=[CH:33][CH:32]=[CH:31][CH:30]=1)[C:23]1[CH:28]=[CH:27][CH:26]=[CH:25][CH:24]=1)=[O:14])[CH2:3][CH2:4][NH:5][C:6](=[O:12])[O:7][C:8]([CH3:11])([CH3:10])[CH3:9].[C:44](Cl)([C:57]1[CH:62]=[CH:61][CH:60]=[CH:59][CH:58]=1)([C:51]1[CH:56]=[CH:55][CH:54]=[CH:53][CH:52]=1)[C:45]1[CH:50]=[CH:49][CH:48]=[CH:47][CH:46]=1.C(N(CC)CC)C.O, predict the reaction product. The product is: [OH:1][C@H:2]([C:13](=[O:14])[NH:15][C:16]1[CH:17]=[N:18][N:19]([CH2:41][CH2:42][O:43][C:44]([C:45]2[CH:50]=[CH:49][CH:48]=[CH:47][CH:46]=2)([C:57]2[CH:58]=[CH:59][CH:60]=[CH:61][CH:62]=2)[C:51]2[CH:52]=[CH:53][CH:54]=[CH:55][CH:56]=2)[C:20]=1[NH:21][C:22]([C:35]1[CH:40]=[CH:39][CH:38]=[CH:37][CH:36]=1)([C:29]1[CH:30]=[CH:31][CH:32]=[CH:33][CH:34]=1)[C:23]1[CH:24]=[CH:25][CH:26]=[CH:27][CH:28]=1)[CH2:3][CH2:4][NH:5][C:6](=[O:12])[O:7][C:8]([CH3:9])([CH3:10])[CH3:11]. (4) Given the reactants [C:1]([O:7][C:8]([CH3:11])([CH3:10])[CH3:9])(=[O:6])[CH2:2][C:3]([CH3:5])=O.Br[C:13]1[CH:14]=[C:15]([CH:18]=[CH:19][CH:20]=1)[CH:16]=O.[NH4+:21].[OH-:22], predict the reaction product. The product is: [CH3:5][C:3]1[NH:21][C:3]([CH3:5])=[C:2]([C:1]([O:7][C:8]([CH3:11])([CH3:10])[CH3:9])=[O:22])[CH:16]([C:15]2[CH:18]=[CH:19][CH:20]=[CH:13][CH:14]=2)[C:2]=1[C:1]([O:7][C:8]([CH3:11])([CH3:10])[CH3:9])=[O:6]. (5) Given the reactants [CH2:1]([O:8][C:9]([N:11]([CH2:18][C:19]1[CH:50]=[CH:49][C:22]2[N:23]([CH:36]3[CH2:41][CH2:40][CH2:39][N:38](C(OC(C)(C)C)=O)[CH2:37]3)[C:24]([NH:26][C:27](=[O:35])[C:28]3[CH:33]=[CH:32][C:31]([Cl:34])=[CH:30][CH:29]=3)=[N:25][C:21]=2[CH:20]=1)[C@H:12]([C:14]([CH3:17])([CH3:16])[CH3:15])[CH3:13])=[O:10])[C:2]1[CH:7]=[CH:6][CH:5]=[CH:4][CH:3]=1.C(Cl)Cl.C(O)(C(F)(F)F)=O, predict the reaction product. The product is: [CH2:1]([O:8][C:9](=[O:10])[N:11]([CH2:18][C:19]1[CH:50]=[CH:49][C:22]2[N:23]([CH:36]3[CH2:41][CH2:40][CH2:39][NH:38][CH2:37]3)[C:24]([NH:26][C:27](=[O:35])[C:28]3[CH:29]=[CH:30][C:31]([Cl:34])=[CH:32][CH:33]=3)=[N:25][C:21]=2[CH:20]=1)[C@H:12]([C:14]([CH3:16])([CH3:17])[CH3:15])[CH3:13])[C:2]1[CH:3]=[CH:4][CH:5]=[CH:6][CH:7]=1.